Predict the product of the given reaction. From a dataset of Forward reaction prediction with 1.9M reactions from USPTO patents (1976-2016). (1) Given the reactants [N:1]1([C:7]([N:9]2[CH2:14][CH:13]([C:15]3[CH:20]=[CH:19][C:18]([C:21]([F:24])([F:23])[F:22])=[CH:17][CH:16]=3)[CH2:12][CH:11]([C:25](=[S:27])[NH2:26])[CH2:10]2)=[O:8])[CH2:6][CH2:5][O:4][CH2:3][CH2:2]1.Br[CH2:29][C:30]([C:32]1[CH:37]=[CH:36][CH:35]=[CH:34][CH:33]=1)=O, predict the reaction product. The product is: [C:32]1([C:30]2[N:26]=[C:25]([CH:11]3[CH2:12][CH:13]([C:15]4[CH:20]=[CH:19][C:18]([C:21]([F:22])([F:23])[F:24])=[CH:17][CH:16]=4)[CH2:14][N:9]([C:7]([N:1]4[CH2:6][CH2:5][O:4][CH2:3][CH2:2]4)=[O:8])[CH2:10]3)[S:27][CH:29]=2)[CH:37]=[CH:36][CH:35]=[CH:34][CH:33]=1. (2) Given the reactants [O:1]1[C:5]2[CH:6]=[CH:7][C:8]([CH:10]([OH:40])[CH2:11][S:12][C@H:13]3[C:16](=[O:17])[N:15]([C:18]4[CH:23]=[CH:22][C:21]([F:24])=[CH:20][CH:19]=4)[C@@H:14]3[C:25]3[CH:39]=[CH:38][C:28]([O:29]CC(NCC(O)=O)=O)=[CH:27][CH:26]=3)=[CH:9][C:4]=2[O:3][CH2:2]1.C[N:42]1[CH2:47][CH2:46][O:45][CH2:44][CH2:43]1.CN(C([O:55]N1N=NC2C=CC=CC1=2)=[N+](C)C)C.[B-](F)(F)(F)F.FC(F)(F)C(O)=O.[CH3:77][C:78]([CH3:90])([C:84]1[CH:89]=[CH:88][CH:87]=[CH:86][CH:85]=1)[C@H:79]([C:81]([OH:83])=[O:82])[NH2:80], predict the reaction product. The product is: [O:1]1[C:5]2[CH:6]=[CH:7][C:8]([CH:10]([OH:40])[CH2:11][S:12][C@H:13]3[C:16](=[O:17])[N:15]([C:18]4[CH:19]=[CH:20][C:21]([F:24])=[CH:22][CH:23]=4)[C@@H:14]3[C:25]3[CH:39]=[CH:38][C:28]([O:29][CH2:44][C:43]([NH:42][CH2:47][C:46]([NH:80][C@@H:79]([C:81]([OH:83])=[O:82])[C:78]([CH3:90])([CH3:77])[C:84]4[CH:89]=[CH:88][CH:87]=[CH:86][CH:85]=4)=[O:45])=[O:55])=[CH:27][CH:26]=3)=[CH:9][C:4]=2[O:3][CH2:2]1. (3) Given the reactants [CH2:1]([N:3]1[C:15]([CH2:16][CH2:17][C:18]2[CH:23]=[CH:22][CH:21]=[CH:20][CH:19]=2)=[C:14]2[C:5]([C:6]([NH2:26])=[N:7][C:8]3[CH:9]=[C:10]([O:24]C)[CH:11]=[CH:12][C:13]=32)=[N:4]1)[CH3:2].[Cl-:27].[NH+]1C=CC=CC=1, predict the reaction product. The product is: [ClH:27].[NH2:26][C:6]1[C:5]2=[N:4][N:3]([CH2:1][CH3:2])[C:15]([CH2:16][CH2:17][C:18]3[CH:19]=[CH:20][CH:21]=[CH:22][CH:23]=3)=[C:14]2[C:13]2[CH:12]=[CH:11][C:10]([OH:24])=[CH:9][C:8]=2[N:7]=1. (4) Given the reactants [CH3:1][C:2]([CH3:35])([CH3:34])[CH:3]([NH:6][C:7]1[C:12]([F:13])=[CH:11][N:10]=[C:9]([C:14]2[C:22]3[C:17](=[N:18][CH:19]=[C:20]([F:23])[CH:21]=3)[N:16](S(C3C=CC(C)=CC=3)(=O)=O)[CH:15]=2)[N:8]=1)[CH:4]=[CH2:5].[N+](=[CH:38][C:39]([O:41]CC)=[O:40])=[N-].Cl.C(O)=O, predict the reaction product. The product is: [F:13][C:12]1[C:7]([NH:6][CH:3]([CH:4]2[CH2:5][CH:38]2[C:39]([OH:41])=[O:40])[C:2]([CH3:34])([CH3:1])[CH3:35])=[N:8][C:9]([C:14]2[C:22]3[C:17](=[N:18][CH:19]=[C:20]([F:23])[CH:21]=3)[NH:16][CH:15]=2)=[N:10][CH:11]=1. (5) Given the reactants [Si]([C:5]#[CH:6])(C)(C)C.Br[C:8]1[CH:9]=[C:10]([N+:15]([O-:17])=[O:16])[CH:11]=[CH:12][C:13]=1[F:14].C(NC(C)C)(C)C.CCCC[N+](CCCC)(CCCC)CCCC.[F-].C1COCC1, predict the reaction product. The product is: [C:5]([C:8]1[CH:9]=[C:10]([N+:15]([O-:17])=[O:16])[CH:11]=[CH:12][C:13]=1[F:14])#[CH:6]. (6) Given the reactants N12CCCN=C1CCCCC2.[CH:12]1([C:15]2[N:20]=[C:19]([C:21]3[NH:22][O:23][C:24](=[O:26])[N:25]=3)[CH:18]=[C:17]([C:27]([F:33])([F:32])[C:28]([F:31])([F:30])[F:29])[N:16]=2)[CH2:14][CH2:13]1.[N:34]1([C:39](Cl)=[O:40])[CH2:38][CH2:37][CH2:36][CH2:35]1, predict the reaction product. The product is: [CH:12]1([C:15]2[N:20]=[C:19]([C:21]3[N:25]([C:39]([N:34]4[CH2:38][CH2:37][CH2:36][CH2:35]4)=[O:40])[C:24](=[O:26])[O:23][N:22]=3)[CH:18]=[C:17]([C:27]([F:32])([F:33])[C:28]([F:31])([F:30])[F:29])[N:16]=2)[CH2:14][CH2:13]1. (7) Given the reactants C([O:4][CH2:5][C:6]1[C:11]([C:12]2[CH:17]=[C:16]([NH:18][C:19]3[CH:24]=[CH:23][C:22]([C:25]([N:27]4[CH2:32][CH2:31][O:30][CH2:29][CH2:28]4)=[O:26])=[CH:21][N:20]=3)[N:15]=[CH:14][N:13]=2)=[CH:10][CH:9]=[CH:8][C:7]=1[N:33]1[N:42]=[CH:41][C:40]2[C:35](=[C:36]([F:47])[CH:37]=[C:38]([C:43]([CH3:46])([CH3:45])[CH3:44])[CH:39]=2)[C:34]1=[O:48])(=O)C.[OH-].[Na+].C(OCC)(=O)C.O, predict the reaction product. The product is: [C:43]([C:38]1[CH:39]=[C:40]2[C:35](=[C:36]([F:47])[CH:37]=1)[C:34](=[O:48])[N:33]([C:7]1[CH:8]=[CH:9][CH:10]=[C:11]([C:12]3[CH:17]=[C:16]([NH:18][C:19]4[CH:24]=[CH:23][C:22]([C:25]([N:27]5[CH2:28][CH2:29][O:30][CH2:31][CH2:32]5)=[O:26])=[CH:21][N:20]=4)[N:15]=[CH:14][N:13]=3)[C:6]=1[CH2:5][OH:4])[N:42]=[CH:41]2)([CH3:46])([CH3:44])[CH3:45]. (8) Given the reactants [CH3:1][O:2][C:3]1[CH:17]=[C:16]2[C:6]([CH:7]([NH2:18])[CH2:8][C:9]3([O:15]2)[CH2:14][CH2:13][CH2:12][CH2:11][CH2:10]3)=[CH:5][CH:4]=1.COC([N:23]1[C:31]2[C:26](=[C:27]([NH:32][C:33](ON3C(=O)CCC3=O)=[O:34])[CH:28]=[CH:29][CH:30]=2)[CH:25]=[N:24]1)=O.C(N(C(C)C)CC)(C)C.[OH-].[Na+], predict the reaction product. The product is: [NH:23]1[C:31]2[C:26](=[C:27]([NH:32][C:33]([NH:18][CH:7]3[C:6]4[C:16](=[CH:17][C:3]([O:2][CH3:1])=[CH:4][CH:5]=4)[O:15][C:9]4([CH2:14][CH2:13][CH2:12][CH2:11][CH2:10]4)[CH2:8]3)=[O:34])[CH:28]=[CH:29][CH:30]=2)[CH:25]=[N:24]1.